This data is from Forward reaction prediction with 1.9M reactions from USPTO patents (1976-2016). The task is: Predict the product of the given reaction. (1) Given the reactants [Cl:1][C:2]1[C:11]2[C:6](=[CH:7][C:8]([O:13][CH3:14])=[C:9]([OH:12])[CH:10]=2)[N:5]=[CH:4][N:3]=1.[CH3:15][N:16]1[CH2:21][CH2:20][N:19]([CH2:22][CH2:23]O)[CH2:18][CH2:17]1, predict the reaction product. The product is: [Cl:1][C:2]1[C:11]2[C:6](=[CH:7][C:8]([O:13][CH3:14])=[C:9]([O:12][CH2:23][CH2:22][N:19]3[CH2:20][CH2:21][N:16]([CH3:15])[CH2:17][CH2:18]3)[CH:10]=2)[N:5]=[CH:4][N:3]=1. (2) Given the reactants CCOC([C@@H](N[C@H](C(N1[C@H](C(O)=O)C[C@@H]2[C@@H]1CCCC2)=O)C)CCC1C=CC=CC=1)=O.[CH3:32][CH:33]([C:35]([C:55]1[CH:56]=[CH:57][C:58]([O:63][CH3:64])=[C:59]([O:61][CH3:62])[CH:60]=1)([C:53]#[N:54])[CH2:36][CH2:37][CH2:38][N:39]([CH2:41][CH2:42][C:43]1[CH:44]=[CH:45][C:46]([O:51][CH3:52])=[C:47]([O:49][CH3:50])[CH:48]=1)[CH3:40])[CH3:34].Cl, predict the reaction product. The product is: [CH3:34][CH:33]([C:35]([C:55]1[CH:56]=[CH:57][C:58]([O:63][CH3:64])=[C:59]([O:61][CH3:62])[CH:60]=1)([C:53]#[N:54])[CH2:36][CH2:37][CH2:38][N:39]([CH2:41][CH2:42][C:43]1[CH:44]=[CH:45][C:46]([O:51][CH3:52])=[C:47]([O:49][CH3:50])[CH:48]=1)[CH3:40])[CH3:32].